Dataset: Human Reference Interactome with 51,813 positive PPI pairs across 8,248 proteins, plus equal number of experimentally-validated negative pairs. Task: Binary Classification. Given two protein amino acid sequences, predict whether they physically interact or not. (1) Protein 1 (ENSG00000121068) has sequence MREPALAASAMAYHPFHAPRPADFPMSAFLAAAQPSFFPALALPPGALAKPLPDPGLAGAAAAAAAAAAAAEAGLHVSALGPHPPAAHLRSLKSLEPEDEVEDDPKVTLEAKELWDQFHKLGTEMVITKSGRRMFPPFKVRVSGLDKKAKYILLMDIVAADDCRYKFHNSRWMVAGKADPEMPKRMYIHPDSPATGEQWMAKPVAFHKLKLTNNISDKHGFTILNSMHKYQPRFHIVRANDILKLPYSTFRTYVFPETDFIAVTAYQNDKITQLKIDNNPFAKGFRDTGNGRREKRKQLT.... Protein 2 (ENSG00000184292) has sequence MARGPGLAPPPLRLPLLLLVLAAVTGHTAAQDNCTCPTNKMTVCSPDGPGGRCQCRALGSGMAVDCSTLTSKCLLLKARMSAPKNARTLVRPSEHALVDNDGLYDPDCDPEGRFKARQCNQTSVCWCVNSVGVRRTDKGDLSLRCDELVRTHHILIDLRHRPTAGAFNHSDLDAELRRLFRERYRLHPKFVAAVHYEQPTIQIELRQNTSQKAAGDVDIGDAAYYFERDIKGESLFQGRGGLDLRVRGEPLQVERTLIYYLDEIPPKFSMKRLTAGLIAVIVVVVVALVAGMAVLVITNR.... Result: 0 (the proteins do not interact). (2) Protein 1 (ENSG00000189299) has sequence MDLKLKDCEFWYSLHGQVPGLLDWDMRNELFLPCTTDQCSLAEQILAKYRVGVMKPPEMPQKRRPSPDGDGPPCEPNLWMWVDPNILCPLGSQEAPKPSGKEDLTNISPFPQPPQKDEGSNCSEDKVVESLPSSSSEQSPLQKQGIHSPSDFELTEEEAEEPDDNSLQSPEMKCYQSQKLWQINNQEKSWQRPPLNCSHLIALALRNNPHCGLSVQEIYNFTRQHFPFFWTAPDGWKSTIHYNLCFLDSFEKVPDSLKDEDNARPRSCLWKLTKEGHRRFWEETRVLAFAQRERIQECMS.... Protein 2 (ENSG00000078814) has sequence MMDVSELGESARYLRQGYQEMTKVHTIPWDGKKRVWVPDEQDAYVEAEVKSEATGGRVTVETKDQKVLMVREAELQPMNPPRFDLLEDMAMMTHLNEASVLHNLRQRYARWMIYTYSGLFCVTINPYKWLPVYTASVVAAYKGKRRSDSPPHIYAVADNAYNDMLRNRDNQSMLITGESGAGKTVNTKRVIQYFAIVAALGDGPGKKAQFLATKTGGTLEDQIIEANPAMEAFGNAKTLRNDNSSRFGKFIRIHFGPSGKLASADIDSYLLEKSRVIFQLPGERSYHVYYQILSGRKPEL.... Result: 0 (the proteins do not interact). (3) Protein 1 (ENSG00000160654) has sequence MEQGKGLAVLILAIILLQGTLAQSIKGRRNGFFLYSDSEY*MIGFLTEDKKKWNLGSNAKDPRGMYQCKGSQNKSKPLQVYYRTSDKQTLLPNDQLYQPLKDREDDQYSHLQGNQLRRN*MIGFLTEDKKKMEQGKGLAVLILAIILLQGTLAQSIKGNHLVKVYDYQEDGSVLLTCDAEAKNITWFKDGKMIGFLTEDKKKWNLGSNAKDPRGMYQCKGSQNKSKPLQVYYRMCQNCIELNAATISGFLFAEIVSIFVLAVGVYFIAGQDGVRQSRASDKQTLLPNDQLYQPLKDREDD.... Protein 2 (ENSG00000166971) has sequence MNPFWSMSTSSVRKRSEGEEKTLTGDVKTSPPRTAPKKQLPSIPKNALPITKPTSPAPAAQSTNGTHASYGPFYLEYSLLAEFTLVVKQKLPGVYVQPSYRSALMWFGVIFIRHGLYQDGVFKFTVYIPDNYPDGDCPRLVFDIPVFHPLVDPTSGELDVKRAFAKWRRNHNHIWQVLMYARRVFYKIDTASPLNPEAAVLYEKDIQLFKSKVVDSVKVCTARLFDQPKIEDPYAISFSPWNPSVHDEAREKMLTQKKKPEEQHNKSVHVAGLSWVKPGSVQPFSKEEKTVAT*MNPFWS.... Result: 0 (the proteins do not interact). (4) Protein 2 (ENSG00000188581) has sequence MACCQTSFCGFPSCSTSGTCGSSCCQPSCCETSSCQPRCCETSCCQPSCCQTSFCGFPSFSTGGTCDSSCCQPSCCETSCCQPSCYQTSSCGTGCGIGGGIGYGQEGSSGAVSTRIRWCRPDCRVEGTCLPPCCVVSCTPPSCCQLHHAEASCCRPSYCGQSCCRPVCCCYCSEPTC*. Protein 1 (ENSG00000058404) has sequence MATTVTCTRFTDEYQLYEDIGKGAFSVVRRCVKLCTGHEYAAKIINTKKLSARDHQKLEREARICRLLKHSNIVRLHDSISEEGFHYLVFDLVTGGELFEDIVAREYYSEADASHCIQQILEAVLHCHQMGVVHRDLKPENLLLASKCKGAAVKLADFGLAIEVQGDQQAWFGFAGTPGYLSPEVLRKEAYGKPVDIWACGVILYILLVGYPPFWDEDQHKLYQQIKAGAYDFPSPEWDTVTPEAKNLINQMLTINPAKRITAHEALKHPWVCQRSTVASMMHRQETVECLKKFNARRKL.... Result: 1 (the proteins interact). (5) Protein 1 (ENSG00000168679) has sequence MLKREGKVQPYTKTLDGGWGWMIVIHFFLVNVFVMGMTKTFAIFFVVFQEEFEGTSEQIGWIGSIMSSLRFCAGPLVAIICDILGEKTTSILGAFVVTGGYLISSWATSIPFLCVTMGLLPGLGSAFLYQVAAVVTTKYFKKRLALSTAIARSGMGLTFLLAPFTKFLIDLYDWTGALILFGAIALNLVPSSMLLRPIHIKSENNSGIKDKGSSLSAHGPEAHATETHCHETEESTIKDSTTQKAGLPSKNLTVSQNQSEEFYNGPNRNRLLLKSDEESDKVISWSCKQLFDISLFRNPF.... Protein 2 (ENSG00000136541) has sequence MTDVPATFTQAECNGDKPPENGQQTITKISEELTDVDSPLPHYRVEPSLEGALTKGSQEERRKLQGNMLLNSSMEDKMLKENPEEKLFIVHKAITDLSLQETSADEMTFREGHQWEKIPLSGSNQEIRRQKERITEQPLKEEEDEDRKNKGHQAAEIEWLMTDVPATFTQAECNGDKPPENGQQTITKISEELTDVDSPLPHYRVEPSLEGALTKGSQEERRKLQGNMLLNSSMEDKMLKENPEEKLFIVHKAITDLSLQETSADEMTFREDGVSLLLPRLECNGAISADCNLCLQGSSD.... Result: 0 (the proteins do not interact). (6) Protein 1 (ENSG00000179826) has sequence MDSTIPVLGTELTPINGREETPCYKQTLSFTGLTCIVSLVALTGNAVVLWLLGCRMRRNAVSIYILNLVAADFLFLSGHIICSPLRLINIRHPISKILSPVMTFPYFIGLSMLSAISTERCLSILWPIWYHCRRPRYLSSVMCVLLWALSLLRSILEWMFCDFLFSGANSVWCETSDFITIAWLVFLCVVLCGSSLVLLVRILCGSRKMPLTRLYVTILLTVLVFLLCGLPFGIQWALFSRIHLDWKVLFCHVHLVSIFLSALNSSANPIIYFFVGSFRQRQNRQNLKLVLQRALQDTPE.... Protein 2 (ENSG00000136867) has sequence MAMHFIFSDTAVLLFDFWSVHSPAGMALSVLVLLLLAVLYEGIKVGKAKLLNQVLVNLPTSISQQTIAETDGDSAGSDSFPVGRTHHRWYLCHFGQSLIHVIQVVIGYFIMLAVMSYNTWIFLGVVLGSAVGYYLAYPLLSTA*MAMHFIFSDTAVLLFDFWSVHSPAGQETKAQRQEERLVQGHTAWPFRCWCSCFWLYCMKASRLAKPSCSTRYW*. Result: 0 (the proteins do not interact). (7) Protein 2 (ENSG00000132600) has sequence MKIFCSRANPTTGSVEWLEEDEHYDYHQEIARSSYADMLHDKDRNVKYYQGIRAAVSRVKDRGQKALVLDIGTGTGLLSMMAVTAGADFCYAIEVFKPMADAAVKIVEKNGFSDKIKVINKHSTEVTVGPEGDMPCRANILVTELFDTELIGEGALPSYEHAHRHLVEENCEAVPHRATVYAQLVESGRMWSWNKLFPIHVQTSLGEQVIVPPVDVESCPGAPSVCDIQLNQVSPADFTVLSDVLPMFSIDFSKQVSSSAACHSRRFEPLTSGRAQVVLSWWDIEMDPEGKIKCTMAPFW.... Result: 0 (the proteins do not interact). Protein 1 (ENSG00000159210) has sequence MHRRGVGAGAIAKKKLAEAKYKERGTVLAEDQLAQMSKQLDMFKTNLEEFASKHKQEIRKNPEFRVQFQDMCATIGVDPLASGKGFWSEMLGVGDFYYELGVQIIEVCLALKHRNGGLITLEELHQQVLKGRGKFAQDVSQDDLIRAIKKLKALGTGFGIIPVGGTYLIQSVPAELNMDHTVVLQLAENGYVTVSEIKASLKWETERARQVLEHLLKEGLAWLDLQAPGEAHYWLPALFTDLYSQEITAEEAREALP*MHRRGVGAGAIAKKKLAEAKYKERGTVLAEDQLAQMSKQLDM.... (8) Protein 1 (ENSG00000132423) has sequence MWSGRKLGSSGGWFLRVLGPGGCNTKAARPLISSAVYVKNQLSGTLQIKPGVFNEYRTIWFKSYRTIFSCLNRIKSFRYPWARLYSTSQTTVDSGEVKTFLALAHKWWDEQGVYAPLHSMNDLRVPFIRDNLLKTIPNHQPGKPLLGMKILDVGCGGGLLTEPLGRLGASVIGIDPVDENIKTAQCHKSFDPVLDKRIEYRVCSLEEIVEETAETFDAVVASEVVEHVIDLETFLQCCCQVLKPGGSLFITTINKTQLSYALGIVFSEQIASIVPKGTHTWEKFVSPETLESILESNGLS.... Protein 2 (ENSG00000134602) has sequence MAHSPVAVQVPGMQNNIADPEELFTKLERIGKGSFGEVFKGIDNRTQQVVAIKIIDLEEAEDEIEDIQQEITVLSQCDSSYVTKYYGSYLKGSKLWIIMEYLGGGSALDLLRAGPFDEFQIATMLKEILKGLDYLHSEKKIHRDIKAANVLLSEQGDVKLADFGVAGQLTDTQIKRNTFVGTPFWMAPEVIQQSAYDSKADIWSLGITAIELAKGEPPNSDMHPMRVLFLIPKNNPPTLVGDFTKSFKEFIDACLNKDPSFRPTAKELLKHKFIVKNSKKTSYLTELIDRFKRWKAEGHS.... Result: 0 (the proteins do not interact). (9) Protein 1 (ENSG00000124196) has sequence MEPEAFEICPYDPHHRIPLSRFQYHLASCRRKNPKKAKKMATCKYNACHVVPIKNLEEHEAVCVNRSAVEEEDTENPLKVSPPSSEQNDDTQQTFFPQKVVCENDTKESARETSPQKILRPGQ*MEPEAFEICPYDPHHRIPLSRFQYHLASCRRKNPKKAKKMATCKYNACHVVPIKNLEEHEAVCVNRSAVEEEDTENPLKVSPPSSEQNDDTQQVSPCLPSPDIWNVDGANCQHVFVLKTFFPQKVVCENDTKESARETSPQKILRPGQ*. Protein 2 (ENSG00000125354) has sequence MAATDIARQVGEGCRTVPLAGHVGFDSLPDQLVNKSVSQGFCFNILCVGETGLGKSTLMDTLFNTKFEGEPATHTQPGVQLQSNTYDLQESNVRLKLTIVSTVGFGDQINKEDSYKPIVEFIDAQFEAYLQEELKIRRVLHTYHDSRIHVCLYFIAPTGHSLKSLDLVTMKKLDSKVNIIPIIAKADAISKSELTKFKIKITSELVSNGVQIYQFPTDDESVAEINGTMNAHLPFAVIGSTEELKIGNKMMRARQYPWGTVQVENEAHCDFVKLREMLIRVNMEDLREQTHTRHYELYRR.... Result: 0 (the proteins do not interact).